The task is: Predict the reaction yield, written as a fraction of the theoretical maximum amount of product (1.0 means a 100% yield; for example, 0.34 means a 34% yield).. This data is from Reaction yield outcomes from USPTO patents with 853,638 reactions. (1) The reactants are [O:1]=[C:2]([NH:36][C:37]1[CH:38]=[CH:39][CH:40]=[C:41]2[C:46]=1[N:45]=[CH:44][CH:43]=[CH:42]2)[CH:3]([C:17]1[CH:22]=[CH:21][C:20]([NH:23][C:24](=[O:35])[CH2:25][CH2:26][CH2:27][CH2:28][CH2:29][CH2:30][C:31]([O:33][CH3:34])=[O:32])=[CH:19][CH:18]=1)[C:4](=[O:16])[NH:5][C:6]1[CH:7]=[CH:8][CH:9]=[C:10]2[C:15]=1[N:14]=[CH:13][CH:12]=[CH:11]2.CC(C)([O-])C.[K+].S([N:63]=[N+]=[N-])(C1C=CC(C)=CC=1)(=O)=O.C([O-])=O.[NH4+]. The catalyst is C1COCC1.[Pd]. The product is [NH2:63][C:3]([C:17]1[CH:18]=[CH:19][C:20]([NH:23][C:24](=[O:35])[CH2:25][CH2:26][CH2:27][CH2:28][CH2:29][CH2:30][C:31]([O:33][CH3:34])=[O:32])=[CH:21][CH:22]=1)([C:4](=[O:16])[NH:5][C:6]1[CH:7]=[CH:8][CH:9]=[C:10]2[C:15]=1[N:14]=[CH:13][CH:12]=[CH:11]2)[C:2](=[O:1])[NH:36][C:37]1[CH:38]=[CH:39][CH:40]=[C:41]2[C:46]=1[N:45]=[CH:44][CH:43]=[CH:42]2. The yield is 0.640. (2) The reactants are [CH3:1][O:2][C:3]([NH:5][C@H:6]([C:8]([OH:10])=O)[CH3:7])=[O:4].CN(C(ON1N=NC2C=CC=NC1=2)=[N+](C)C)C.F[P-](F)(F)(F)(F)F.[CH2:35]1[C:39]2([O:44][CH2:43][CH2:42][CH2:41][O:40]2)[CH2:38][C@@H:37]([C:45]2[NH:46][CH:47]=[C:48]([C:50]3[CH:55]=[CH:54][C:53]([C:56]4[CH:61]=[CH:60][C:59]([C:62]5[N:63]=[C:64]([C@@H:67]6[CH2:71][CH2:70][CH2:69][N:68]6[C:72]([C@@H:74]([NH:78][C:79](=[O:82])[O:80][CH3:81])[CH:75]([CH3:77])[CH3:76])=[O:73])[NH:65][CH:66]=5)=[CH:58][CH:57]=4)=[CH:52][CH:51]=3)[N:49]=2)[NH:36]1. The catalyst is CN(C=O)C. The product is [CH3:7][C@H:6]([NH:5][C:3](=[O:4])[O:2][CH3:1])[C:8]([N:36]1[C@H:37]([C:45]2[NH:46][CH:47]=[C:48]([C:50]3[CH:51]=[CH:52][C:53]([C:56]4[CH:61]=[CH:60][C:59]([C:62]5[N:63]=[C:64]([C@@H:67]6[CH2:71][CH2:70][CH2:69][N:68]6[C:72](=[O:73])[C@@H:74]([NH:78][C:79]([O:80][CH3:81])=[O:82])[CH:75]([CH3:77])[CH3:76])[NH:65][CH:66]=5)=[CH:58][CH:57]=4)=[CH:54][CH:55]=3)[N:49]=2)[CH2:38][C:39]2([O:44][CH2:43][CH2:42][CH2:41][O:40]2)[CH2:35]1)=[O:10]. The yield is 0.290. (3) The reactants are ClCCl.[CH3:4][N:5]1[CH2:10][CH2:9][N:8]([C:11]([O:13][C@@H:14]2[N:23]([C:24]3[CH:25]=[CH:26][C:27]([Cl:30])=[CH:28][N:29]=3)[C:21](=[O:22])[C:16]3[N:17]=[CH:18][CH:19]=[N:20][C:15]2=3)=[O:12])[CH2:7][CH2:6]1.C(N[C@H](C([O-])=O)CC([O-])=O)(=O)C.C(=O)([O-])[O-].[K+].[K+]. The catalyst is O. The product is [CH3:4][N:5]1[CH2:10][CH2:9][N:8]([C:11]([O:13][C@@H:14]2[N:23]([C:24]3[CH:25]=[CH:26][C:27]([Cl:30])=[CH:28][N:29]=3)[C:21](=[O:22])[C:16]3[N:17]=[CH:18][CH:19]=[N:20][C:15]2=3)=[O:12])[CH2:7][CH2:6]1. The yield is 1.00. (4) The reactants are [N:1]1[CH:6]=[CH:5][CH:4]=[CH:3][C:2]=1[C:7]([OH:9])=O.CCN=C=NCCCN(C)C.Cl.C1C=CC2N(O)N=NC=2C=1.CCN(C(C)C)C(C)C.[NH2:41][CH:42]([C:48]#[N:49])[C:43]([O:45][CH2:46][CH3:47])=[O:44]. The catalyst is C1COCC1. The product is [C:48]([CH:42]([NH:41][C:7](=[O:9])[C:2]1[CH:3]=[CH:4][CH:5]=[CH:6][N:1]=1)[C:43]([O:45][CH2:46][CH3:47])=[O:44])#[N:49]. The yield is 0.300. (5) The reactants are [OH-].[K+].[CH2:3](Br)[CH:4]=[CH2:5].C1OCCOCCOCCOCCOCCOC1.[OH:25][CH:26]1[CH2:43][CH2:42][C:29]2([CH2:34][CH2:33][N:32]([C:35]([O:37][C:38]([CH3:41])([CH3:40])[CH3:39])=[O:36])[CH2:31][CH2:30]2)[CH2:28][CH2:27]1. The catalyst is C1(C)C=CC=CC=1.C(OCC)(=O)C. The product is [CH2:3]([O:25][CH:26]1[CH2:27][CH2:28][C:29]2([CH2:34][CH2:33][N:32]([C:35]([O:37][C:38]([CH3:39])([CH3:40])[CH3:41])=[O:36])[CH2:31][CH2:30]2)[CH2:42][CH2:43]1)[CH:4]=[CH2:5]. The yield is 0.920. (6) The reactants are [CH2:1]1[CH2:6][C@H:5]([C:7]([OH:9])=[O:8])[CH2:4][CH2:3][C@H:2]1[CH2:10][NH2:11].[CH:12]1([C:18]([O:20][CH:21]([O:23][C:24](ON2C(=O)CCC2=O)=[O:25])[CH3:22])=[O:19])[CH2:17][CH2:16][CH2:15][CH2:14][CH2:13]1. The catalyst is CC(OC)(C)C.CC(C)=O.O. The product is [CH:12]1([C:18]([O:20][CH:21]([O:23][C:24]([NH:11][CH2:10][C@H:2]2[CH2:3][CH2:4][C@H:5]([C:7]([OH:9])=[O:8])[CH2:6][CH2:1]2)=[O:25])[CH3:22])=[O:19])[CH2:13][CH2:14][CH2:15][CH2:16][CH2:17]1. The yield is 0.260. (7) The reactants are [Br:1][C:2]1[N:7]=[C:6]([C:8]([OH:16])([CH3:15])[CH2:9]OS(C)(=O)=O)[C:5]([F:17])=[CH:4][CH:3]=1.[Cl-].[NH4+].[N-:20]=[N+:21]=[N-:22].[Na+]. The catalyst is C(O)C.C(OCC)(=O)C. The product is [N:20]([CH2:9][C:8]([C:6]1[C:5]([F:17])=[CH:4][CH:3]=[C:2]([Br:1])[N:7]=1)([OH:16])[CH3:15])=[N+:21]=[N-:22]. The yield is 0.740. (8) The reactants are [NH:1]1[CH2:5][CH2:4][CH2:3][CH2:2]1.[Cl:6][C:7]1[C:16]2[C:11](=[CH:12][CH:13]=[CH:14][C:15]=2[N+:17]([O-:19])=[O:18])[C:10]([N+:20]([O-:22])=[O:21])=[CH:9][CH:8]=1. No catalyst specified. The product is [ClH:6].[N+:17]([C:15]1[C:16]2[C:11](=[C:10]([N+:20]([O-:22])=[O:21])[CH:9]=[CH:8][CH:7]=2)[C:12]([N:1]2[CH2:5][CH2:4][CH2:3][CH2:2]2)=[CH:13][CH:14]=1)([O-:19])=[O:18]. The yield is 0.210. (9) The yield is 0.310. The product is [O:36]([CH2:48][C:49]([NH:1][CH2:2][CH2:3][O:51][CH2:49][CH2:48][O:36][CH2:37][CH2:38][O:40][CH2:11][CH2:12][NH:13][S:14]([C:17]1[CH:22]=[CH:21][C:20]([CH:63]2[C:32]3[C:65](=[C:28]([Cl:34])[CH:29]=[C:30]([Cl:33])[CH:31]=3)[CH2:64][N:61]([CH3:59])[CH2:62]2)=[CH:19][CH:18]=1)(=[O:16])=[O:15])=[O:51])[CH2:37][C:38]([NH:1][CH2:2][CH2:3][O:4][CH2:5][CH2:6][O:7][CH2:8][CH2:9][O:10][CH2:11][CH2:12][NH:13][S:14]([C:17]1[CH:18]=[CH:19][C:20]([CH:23]2[C:32]3[C:27](=[C:28]([Cl:34])[CH:29]=[C:30]([Cl:33])[CH:31]=3)[CH2:26][N:25]([CH3:35])[CH2:24]2)=[CH:21][CH:22]=1)(=[O:16])=[O:15])=[O:40]. The reactants are [NH2:1][CH2:2][CH2:3][O:4][CH2:5][CH2:6][O:7][CH2:8][CH2:9][O:10][CH2:11][CH2:12][NH:13][S:14]([C:17]1[CH:22]=[CH:21][C:20]([CH:23]2[C:32]3[C:27](=[C:28]([Cl:34])[CH:29]=[C:30]([Cl:33])[CH:31]=3)[CH2:26][N:25]([CH3:35])[CH2:24]2)=[CH:19][CH:18]=1)(=[O:16])=[O:15].[O:36]([CH2:48][C:49]([O:51]N1C(=O)CCC1=O)=O)[CH2:37][C:38]([O:40]N1C(=O)CCC1=O)=O.[CH2:59]([N:61]([CH2:64][CH3:65])[CH2:62][CH3:63])C. The catalyst is CN(C=O)C. (10) The reactants are [CH2:1](Br)[CH3:2].[C:4]([O:8][C:9](=[O:41])[N:10]([CH2:22][CH2:23][CH2:24][NH:25][CH2:26][C:27]1[C:28]2[C:33]([CH:34]=[C:35]3[C:40]=1[CH:39]=[CH:38][CH:37]=[CH:36]3)=[CH:32][CH:31]=[CH:30][CH:29]=2)[CH2:11][CH2:12][CH2:13][NH:14][C:15]([O:17][C:18]([CH3:21])([CH3:20])[CH3:19])=[O:16])([CH3:7])([CH3:6])[CH3:5].C([O-])([O-])=O.[K+].[K+]. The catalyst is C(#N)C. The product is [C:4]([O:8][C:9](=[O:41])[N:10]([CH2:22][CH2:23][CH2:24][N:25]([CH2:26][C:27]1[C:40]2[C:35]([CH:34]=[C:33]3[C:28]=1[CH:29]=[CH:30][CH:31]=[CH:32]3)=[CH:36][CH:37]=[CH:38][CH:39]=2)[CH2:1][CH3:2])[CH2:11][CH2:12][CH2:13][NH:14][C:15]([O:17][C:18]([CH3:20])([CH3:19])[CH3:21])=[O:16])([CH3:5])([CH3:6])[CH3:7]. The yield is 0.800.